This data is from Full USPTO retrosynthesis dataset with 1.9M reactions from patents (1976-2016). The task is: Predict the reactants needed to synthesize the given product. (1) Given the product [N+:14]([C:10]1[CH:9]=[C:8]([C:4]2[C:3]([C:1](=[O:21])[CH3:2])=[CH:7][NH:6][N:5]=2)[CH:13]=[CH:12][CH:11]=1)([O-:16])=[O:15], predict the reactants needed to synthesize it. The reactants are: [C:1]([C:3]1[C:4]([C:8]2[CH:13]=[CH:12][CH:11]=[C:10]([N+:14]([O-:16])=[O:15])[CH:9]=2)=[N:5][NH:6][CH:7]=1)#[CH:2].O.FC(F)(F)C(O)=[O:21].C(OCC)C. (2) Given the product [Br:1][C:2]1[CH:7]=[CH:6][C:5]([S:8][CH2:16][CH:17]([O:20][CH3:21])[O:18][CH3:19])=[CH:4][CH:3]=1, predict the reactants needed to synthesize it. The reactants are: [Br:1][C:2]1[CH:7]=[CH:6][C:5]([SH:8])=[CH:4][CH:3]=1.C(=O)([O-])[O-].[K+].[K+].Br[CH2:16][CH:17]([O:20][CH3:21])[O:18][CH3:19].